Task: Predict the reaction yield, written as a fraction of the theoretical maximum amount of product (1.0 means a 100% yield; for example, 0.34 means a 34% yield).. Dataset: Reaction yield outcomes from USPTO patents with 853,638 reactions The reactants are [C:1]([O:5][C:6]([N:8]1[CH2:12][C@H:11]([O:13]CC2C=CC(OC)=CC=2)[CH2:10][C@@H:9]1[C@H:23]1[O:27][C:26]([CH3:29])([CH3:28])[N:25]([C:30](=[O:32])[CH3:31])[C@H:24]1[CH2:33][C:34]1[CH:39]=[C:38]([F:40])[CH:37]=[C:36]([F:41])[CH:35]=1)=[O:7])([CH3:4])([CH3:3])[CH3:2].ClCCl.ClC1C(=O)C(C#N)=C(C#N)C(=O)C=1Cl. The catalyst is O. The product is [C:1]([O:5][C:6]([N:8]1[CH2:12][C@H:11]([OH:13])[CH2:10][C@@H:9]1[C@H:23]1[O:27][C:26]([CH3:28])([CH3:29])[N:25]([C:30](=[O:32])[CH3:31])[C@H:24]1[CH2:33][C:34]1[CH:35]=[C:36]([F:41])[CH:37]=[C:38]([F:40])[CH:39]=1)=[O:7])([CH3:2])([CH3:3])[CH3:4]. The yield is 0.890.